Dataset: Full USPTO retrosynthesis dataset with 1.9M reactions from patents (1976-2016). Task: Predict the reactants needed to synthesize the given product. (1) Given the product [NH2:19][CH:9]([C:4]1[CH:5]=[CH:6][C:7]([F:8])=[C:2]([F:1])[CH:3]=1)[CH2:10][NH:11][C:12](=[O:18])[O:13][C:14]([CH3:16])([CH3:15])[CH3:17], predict the reactants needed to synthesize it. The reactants are: [F:1][C:2]1[CH:3]=[C:4]([CH:9]([N:19]2C(=O)C3C(=CC=CC=3)C2=O)[CH2:10][NH:11][C:12](=[O:18])[O:13][C:14]([CH3:17])([CH3:16])[CH3:15])[CH:5]=[CH:6][C:7]=1[F:8].CN. (2) Given the product [NH2:42][S:39]([C:34]1[C:33]([OH:43])=[C:32]([NH:31][C:29]([NH:26][CH:4]2[CH2:2][CH2:1]2)=[O:14])[CH:37]=[CH:36][C:35]=1[Cl:38])(=[O:41])=[O:40], predict the reactants needed to synthesize it. The reactants are: [CH:1]1([C:4](O)=O)C[CH2:2]1.C1(P(N=[N+]=[N-])(C2C=CC=CC=2)=[O:14])C=CC=CC=1.C([N:26]([CH2:29]C)CC)C.[NH2:31][C:32]1[C:33]([OH:43])=[C:34]([S:39]([NH2:42])(=[O:41])=[O:40])[C:35]([Cl:38])=[CH:36][CH:37]=1. (3) The reactants are: Cl.Cl.Cl.[O:4]1[C:8]2=[C:9]([N:13]3[CH2:18][CH2:17][N:16]([CH2:19][CH2:20][C@H:21]4[CH2:26][CH2:25][C@H:24]([NH2:27])[CH2:23][CH2:22]4)[CH2:15][CH2:14]3)[N:10]=[CH:11][CH:12]=[C:7]2[CH2:6][CH2:5]1.[CH3:28][O:29][CH:30]([O:37][CH3:38])[CH2:31][CH2:32][C:33](OC)=[O:34]. Given the product [O:4]1[C:8]2=[C:9]([N:13]3[CH2:18][CH2:17][N:16]([CH2:19][CH2:20][C@H:21]4[CH2:26][CH2:25][C@H:24]([NH:27][C:33](=[O:34])[CH2:32][CH2:31][CH:30]([O:37][CH3:38])[O:29][CH3:28])[CH2:23][CH2:22]4)[CH2:15][CH2:14]3)[N:10]=[CH:11][CH:12]=[C:7]2[CH2:6][CH2:5]1, predict the reactants needed to synthesize it. (4) Given the product [CH3:26][N:27]([CH3:29])[CH:28]=[N:16][C:14]([C:5]1[C:4]([S:17][C:18]2[CH:23]=[CH:22][CH:21]=[CH:20][CH:19]=2)=[CH:3][C:2](=[O:1])[N:7]([C:8]2[CH:9]=[CH:10][CH:11]=[CH:12][CH:13]=2)[N:6]=1)=[O:15], predict the reactants needed to synthesize it. The reactants are: [O:1]=[C:2]1[N:7]([C:8]2[CH:13]=[CH:12][CH:11]=[CH:10][CH:9]=2)[N:6]=[C:5]([C:14]([NH2:16])=[O:15])[C:4]([S:17][C:18]2[CH:23]=[CH:22][CH:21]=[CH:20][CH:19]=2)=[CH:3]1.CO[CH:26](OC)[N:27]([CH3:29])[CH3:28].